From a dataset of Forward reaction prediction with 1.9M reactions from USPTO patents (1976-2016). Predict the product of the given reaction. (1) The product is: [CH3:8][O:9][C:10]1[CH:15]=[C:14]([N:16]2[CH:20]=[CH:19][CH:18]=[N:17]2)[CH:13]=[CH:12][C:11]=1[C:21]1[N:26]=[N:25][C:24]([O:27][CH:28]2[CH2:32][CH2:31][NH:30][CH2:29]2)=[CH:23][CH:22]=1. Given the reactants FC(F)(F)C(O)=O.[CH3:8][O:9][C:10]1[CH:15]=[C:14]([N:16]2[CH:20]=[CH:19][CH:18]=[N:17]2)[CH:13]=[CH:12][C:11]=1[C:21]1[N:26]=[N:25][C:24]([O:27][CH:28]2[CH2:32][CH2:31][N:30](C(OC(C)(C)C)=O)[CH2:29]2)=[CH:23][CH:22]=1.[OH-].[Na+], predict the reaction product. (2) The product is: [C:1]([O:5][C:6]([N:8]1[CH2:12][CH2:11][C@@H:10]([O:13][C:36]2[CH:35]=[CH:34][CH:33]=[C:32]([F:31])[CH:37]=2)[C@H:9]1[C:18]([N:20]1[CH2:26][CH2:25][CH2:24][N:23]([CH:27]2[CH2:30][CH2:29][CH2:28]2)[CH2:22][CH2:21]1)=[O:19])=[O:7])([CH3:4])([CH3:3])[CH3:2]. Given the reactants [C:1]([O:5][C:6]([N:8]1[CH2:12][CH2:11][C@H:10]([O:13]S(C)(=O)=O)[C@H:9]1[C:18]([N:20]1[CH2:26][CH2:25][CH2:24][N:23]([CH:27]2[CH2:30][CH2:29][CH2:28]2)[CH2:22][CH2:21]1)=[O:19])=[O:7])([CH3:4])([CH3:3])[CH3:2].[F:31][C:32]1[CH:33]=[C:34](O)[CH:35]=[CH:36][CH:37]=1.C([O-])([O-])=O.[K+].[K+], predict the reaction product. (3) Given the reactants CS(O[C@H:6]1[CH2:11][CH2:10][O:9][CH2:8][C@@H:7]1[NH:12][C:13]([O:15][C:16]([CH3:19])([CH3:18])[CH3:17])=[O:14])(=O)=O.CC([O-])=O.[Na+].[N-:25]=[N+:26]=[N-:27].[Na+], predict the reaction product. The product is: [N:25]([C@@H:6]1[CH2:11][CH2:10][O:9][CH2:8][C@@H:7]1[NH:12][C:13](=[O:14])[O:15][C:16]([CH3:19])([CH3:18])[CH3:17])=[N+:26]=[N-:27].